This data is from Forward reaction prediction with 1.9M reactions from USPTO patents (1976-2016). The task is: Predict the product of the given reaction. (1) Given the reactants O=P(Cl)(Cl)Cl.[CH2:6]([N:13]1[C:18]2[CH:19]=[C:20]([Cl:23])[CH:21]=[CH:22][C:17]=2[O:16][CH:15]([C:24]([N:26]2[CH2:31][CH2:30][C:29]([CH2:34][C:35]3[CH:40]=[CH:39][C:38]([F:41])=[CH:37][CH:36]=3)([C:32]#[N:33])[CH2:28][CH2:27]2)=[O:25])[CH2:14]1)[C:7]1[CH:12]=[CH:11][CH:10]=[CH:9][CH:8]=1.CN([CH:45]=[O:46])C.O=P(Cl)(Cl)Cl, predict the reaction product. The product is: [CH2:6]([N:13]1[C:18]2[CH:19]=[C:20]([Cl:23])[C:21]([CH:45]=[O:46])=[CH:22][C:17]=2[O:16][CH:15]([C:24]([N:26]2[CH2:31][CH2:30][C:29]([CH2:34][C:35]3[CH:40]=[CH:39][C:38]([F:41])=[CH:37][CH:36]=3)([C:32]#[N:33])[CH2:28][CH2:27]2)=[O:25])[CH2:14]1)[C:7]1[CH:8]=[CH:9][CH:10]=[CH:11][CH:12]=1. (2) Given the reactants Cl[CH:2]([C:18]([O:20][CH3:21])=[O:19])[CH2:3][C:4]1[CH:14]=[CH:13][C:7]([C:8]([O:10]CC)=[O:9])=[CH:6][C:5]=1[N+:15]([O-:17])=[O:16].[CH2:22](N(CC)CC)[CH3:23], predict the reaction product. The product is: [CH2:22]([C:6]1[C:5]([N+:15]([O-:17])=[O:16])=[C:4]([CH:3]=[CH:2][C:18]([O:20][CH3:21])=[O:19])[CH:14]=[CH:13][C:7]=1[C:8]([OH:10])=[O:9])[CH3:23].